Regression. Given a peptide amino acid sequence and an MHC pseudo amino acid sequence, predict their binding affinity value. This is MHC class II binding data. From a dataset of Peptide-MHC class II binding affinity with 134,281 pairs from IEDB. (1) The peptide sequence is RNVFDEVIPTAFKIG. The MHC is HLA-DPA10103-DPB10401 with pseudo-sequence HLA-DPA10103-DPB10401. The binding affinity (normalized) is 0.302. (2) The peptide sequence is EKSYFAATQFEPLAA. The MHC is HLA-DQA10501-DQB10201 with pseudo-sequence HLA-DQA10501-DQB10201. The binding affinity (normalized) is 0.451. (3) The peptide sequence is GELQIVDKIDAAFKL. The MHC is DRB1_1501 with pseudo-sequence DRB1_1501. The binding affinity (normalized) is 0.586. (4) The MHC is DRB1_0401 with pseudo-sequence DRB1_0401. The binding affinity (normalized) is 0.706. The peptide sequence is WKRMEVGQQAVEVWQ.